Dataset: Full USPTO retrosynthesis dataset with 1.9M reactions from patents (1976-2016). Task: Predict the reactants needed to synthesize the given product. (1) Given the product [Br:20][C:16]1[C:17]([F:19])=[CH:18][C:13]([N:6]2[CH:7]=[C:8]([O:11][CH3:12])[C:9](=[O:10])[C:4]([C:1]3[N:36]([C:30]4[CH:35]=[CH:34][CH:33]=[CH:32][CH:31]=4)[N:37]=[CH:22][CH:2]=3)=[N:5]2)=[C:14]([F:21])[CH:15]=1, predict the reactants needed to synthesize it. The reactants are: [C:1]([C:4]1[C:9](=[O:10])[C:8]([O:11][CH3:12])=[CH:7][N:6]([C:13]2[CH:18]=[C:17]([F:19])[C:16]([Br:20])=[CH:15][C:14]=2[F:21])[N:5]=1)(=O)[CH3:2].[CH3:22]OC(OC)N(C)C.[C:30]1([NH:36][NH2:37])[CH:35]=[CH:34][CH:33]=[CH:32][CH:31]=1. (2) Given the product [CH2:3]([O:10][C:11](=[O:38])[N:12]([CH2:14][CH2:15][N:16]1[CH:20]=[C:19]([C:21]2[CH:26]=[CH:25][C:24]([F:27])=[C:23]([C:28]([F:31])([F:30])[F:29])[CH:22]=2)[N:18]=[C:17]1[CH:32]1[CH2:33][CH2:34][N:35]([C:40]2[C:41]3[CH2:48][C:47](=[O:49])[NH:46][C:42]=3[N:43]=[CH:44][N:45]=2)[CH2:36][CH2:37]1)[CH3:13])[C:4]1[CH:5]=[CH:6][CH:7]=[CH:8][CH:9]=1, predict the reactants needed to synthesize it. The reactants are: Cl.Cl.[CH2:3]([O:10][C:11](=[O:38])[N:12]([CH2:14][CH2:15][N:16]1[CH:20]=[C:19]([C:21]2[CH:26]=[CH:25][C:24]([F:27])=[C:23]([C:28]([F:31])([F:30])[F:29])[CH:22]=2)[N:18]=[C:17]1[CH:32]1[CH2:37][CH2:36][NH:35][CH2:34][CH2:33]1)[CH3:13])[C:4]1[CH:9]=[CH:8][CH:7]=[CH:6][CH:5]=1.Cl[C:40]1[C:41]2[CH2:48][C:47](=[O:49])[NH:46][C:42]=2[N:43]=[CH:44][N:45]=1.